Dataset: Reaction yield outcomes from USPTO patents with 853,638 reactions. Task: Predict the reaction yield, written as a fraction of the theoretical maximum amount of product (1.0 means a 100% yield; for example, 0.34 means a 34% yield). (1) The reactants are Cl[C:2]1[C:7]([CH:8]([CH2:13][CH2:14][CH3:15])[C:9]([O:11][CH3:12])=[O:10])=[C:6]([CH3:16])[N:5]=[C:4]([C:17]2[CH:22]=[CH:21][CH:20]=[CH:19][CH:18]=2)[N:3]=1.C(N(CC)C(C)C)(C)C.C[O:33][C:34]1[CH:39]=[C:38]([CH3:40])[CH:37]=[CH:36][C:35]=1B(O)O. The catalyst is COCCOC.O.C1C=CC([P]([Pd]([P](C2C=CC=CC=2)(C2C=CC=CC=2)C2C=CC=CC=2)([P](C2C=CC=CC=2)(C2C=CC=CC=2)C2C=CC=CC=2)[P](C2C=CC=CC=2)(C2C=CC=CC=2)C2C=CC=CC=2)(C2C=CC=CC=2)C2C=CC=CC=2)=CC=1. The product is [OH:33][C:34]1[CH:39]=[C:38]([CH3:40])[CH:37]=[CH:36][C:35]=1[C:2]1[C:7]([CH:8]([CH2:13][CH2:14][CH3:15])[C:9]([O:11][CH3:12])=[O:10])=[C:6]([CH3:16])[N:5]=[C:4]([C:17]2[CH:22]=[CH:21][CH:20]=[CH:19][CH:18]=2)[N:3]=1. The yield is 0.650. (2) The reactants are [Br:1][C:2]1[CH:13]=[C:6]2[C:7]([O:9][C:10](=[O:12])[NH:11][C:5]2=[CH:4][CH:3]=1)=O.[CH2:14]([NH:21][CH2:22]C(O)=O)[C:15]1[CH:20]=[CH:19][CH:18]=[CH:17][CH:16]=1.CS(C)=O. The catalyst is O. The yield is 0.980. The product is [CH2:14]([N:21]1[C:7](=[O:9])[C:6]2[CH:13]=[C:2]([Br:1])[CH:3]=[CH:4][C:5]=2[NH:11][C:10](=[O:12])[CH2:22]1)[C:15]1[CH:20]=[CH:19][CH:18]=[CH:17][CH:16]=1. (3) The reactants are [CH2:1]([O:3][C:4](=[O:17])[CH:5]([C:15]#[N:16])[C:6]1[CH:11]=[CH:10][C:9]([N+:12]([O-:14])=[O:13])=[CH:8][CH:7]=1)[CH3:2].[H-].[Na+].I[CH3:21]. The catalyst is CN(C=O)C. The product is [CH2:1]([O:3][C:4](=[O:17])[C:5]([C:15]#[N:16])([CH3:21])[C:6]1[CH:7]=[CH:8][C:9]([N+:12]([O-:14])=[O:13])=[CH:10][CH:11]=1)[CH3:2]. The yield is 0.720. (4) The reactants are [F:1][C:2]1[CH:11]=[C:10]([C:12]#[C:13][C:14]([CH3:17])([CH3:16])[CH3:15])[CH:9]=[C:8]([F:18])[C:3]=1[C:4]([O:6]C)=[O:5].[OH-].[Li+].CO. The catalyst is O. The product is [CH3:15][C:14]([CH3:17])([CH3:16])[C:13]#[C:12][C:10]1[CH:9]=[C:8]([F:18])[C:3]([C:4]([OH:6])=[O:5])=[C:2]([F:1])[CH:11]=1. The yield is 0.840. (5) The reactants are CC1(C)C(C)(C)OB([C:9]2[CH:10]=[N:11][N:12]3[CH:17]=[CH:16][N:15]=[CH:14][C:13]=23)O1.[Cl:19][C:20]1[N:25]=[C:24](C2C=NN3C=CC=CC=23)[CH:23]=[N:22][CH:21]=1. No catalyst specified. The product is [Cl:19][C:20]1[N:25]=[C:24]([C:9]2[CH:10]=[N:11][N:12]3[CH:17]=[CH:16][N:15]=[CH:14][C:13]=23)[CH:23]=[N:22][CH:21]=1. The yield is 0.280. (6) The reactants are [Br:1][CH2:2][C:3]1[CH:39]=[CH:38][C:6]([CH2:7][O:8][C:9]2[CH:14]=[CH:13][C:12]([C@H:15]3[N:18]([C:19]4[CH:24]=[CH:23][C:22]([F:25])=[CH:21][CH:20]=4)[C:17](=[O:26])[C@@H:16]3[CH2:27][CH2:28][C@@H:29]([C:31]3[CH:36]=[CH:35][C:34]([F:37])=[CH:33][CH:32]=3)[OH:30])=[CH:11][CH:10]=2)=[CH:5][CH:4]=1.[N:40]12[CH2:47][CH2:46][N:43]([CH2:44][CH2:45]1)[CH2:42][CH2:41]2.[Br-]. The catalyst is C(#N)C. The product is [Br-:1].[F:25][C:22]1[CH:21]=[CH:20][C:19]([N:18]2[C:17](=[O:26])[C@H:16]([CH2:27][CH2:28][C@@H:29]([C:31]3[CH:36]=[CH:35][C:34]([F:37])=[CH:33][CH:32]=3)[OH:30])[C@H:15]2[C:12]2[CH:11]=[CH:10][C:9]([O:8][CH2:7][C:6]3[CH:5]=[CH:4][C:3]([CH2:2][N+:40]45[CH2:47][CH2:46][N:43]([CH2:44][CH2:45]4)[CH2:42][CH2:41]5)=[CH:39][CH:38]=3)=[CH:14][CH:13]=2)=[CH:24][CH:23]=1. The yield is 0.920. (7) The reactants are [C:1]([O:5][C:6](=[O:16])[NH:7][C@H:8]([C:10](=[O:15])N(OC)C)[CH3:9])([CH3:4])([CH3:3])[CH3:2].C(=O)=O.[CH3:20][C:21]([CH3:23])=O.C1([Mg]Br)CC1.O1CCCC1.[Cl-].[NH4+]. The catalyst is O1CCCC1. The product is [C:1]([O:5][C:6](=[O:16])[NH:7][C@@H:8]([CH3:9])[C:10]([CH:21]1[CH2:23][CH2:20]1)=[O:15])([CH3:2])([CH3:3])[CH3:4]. The yield is 0.400. (8) The reactants are [NH2:1][N:2]1[C:11](=[O:12])[C:10]2[C:5](=[C:6]([CH3:26])[C:7]([N:14]3[CH2:18][CH2:17][CH:16]([CH:19]([NH2:25])[C:20]4[O:21][CH:22]=[CH:23][N:24]=4)[CH2:15]3)=[C:8]([F:13])[CH:9]=2)[N:4]([CH:27]2[CH2:29][CH2:28]2)[C:3]1=[O:30].C(N(CC)CC)C.[C:38](O[C:38]([O:40][C:41]([CH3:44])([CH3:43])[CH3:42])=[O:39])([O:40][C:41]([CH3:44])([CH3:43])[CH3:42])=[O:39]. The catalyst is ClCCl. The product is [C:41]([O:40][C:38](=[O:39])[NH:25][CH:19]([CH:16]1[CH2:17][CH2:18][N:14]([C:7]2[C:6]([CH3:26])=[C:5]3[C:10]([C:11](=[O:12])[N:2]([NH2:1])[C:3](=[O:30])[N:4]3[CH:27]3[CH2:28][CH2:29]3)=[CH:9][C:8]=2[F:13])[CH2:15]1)[C:20]1[O:21][CH:22]=[CH:23][N:24]=1)([CH3:44])([CH3:43])[CH3:42]. The yield is 0.310. (9) The catalyst is ClCCl. The product is [Si:17]([O:4][CH2:3][CH2:2][S:1][CH2:5][CH2:6][OH:7])([C:13]([CH3:16])([CH3:15])[CH3:14])([C:24]1[CH:25]=[CH:26][CH:27]=[CH:28][CH:29]=1)[C:18]1[CH:23]=[CH:22][CH:21]=[CH:20][CH:19]=1. The reactants are [S:1]([CH2:5][CH2:6][OH:7])[CH2:2][CH2:3][OH:4].N1C=CN=C1.[C:13]([Si:17](Cl)([C:24]1[CH:29]=[CH:28][CH:27]=[CH:26][CH:25]=1)[C:18]1[CH:23]=[CH:22][CH:21]=[CH:20][CH:19]=1)([CH3:16])([CH3:15])[CH3:14].C(OCC)(=O)C. The yield is 0.540. (10) The reactants are [OH:1][C:2]1[C:3]([O:20][CH3:21])=[C:4]([C:10]2[CH:18]=[CH:17][CH:16]=[C:15]3[C:11]=2[CH2:12][CH2:13][C:14]3=[O:19])[CH:5]=[CH:6][C:7]=1[O:8][CH3:9].C(=O)([O-])[O-].[K+].[K+].Br[CH2:29][C:30]1[CH:35]=[CH:34][C:33]([S:36]([NH2:39])(=[O:38])=[O:37])=[CH:32][CH:31]=1. The catalyst is C(#N)C. The product is [CH3:21][O:20][C:3]1[C:4]([C:10]2[CH:18]=[CH:17][CH:16]=[C:15]3[C:11]=2[CH2:12][CH2:13][C:14]3=[O:19])=[CH:5][CH:6]=[C:7]([O:8][CH3:9])[C:2]=1[O:1][CH2:29][C:30]1[CH:31]=[CH:32][C:33]([S:36]([NH2:39])(=[O:38])=[O:37])=[CH:34][CH:35]=1. The yield is 0.157.